Dataset: Full USPTO retrosynthesis dataset with 1.9M reactions from patents (1976-2016). Task: Predict the reactants needed to synthesize the given product. The reactants are: [CH3:1][S:2][C:3]1[S:7][C:6]2=[N:8][C:9]([C:11](Cl)=[O:12])=[CH:10][N:5]2[N:4]=1.[NH2:14][C:15]1[C:20]([OH:21])=[CH:19][C:18]([O:22][CH3:23])=[CH:17][C:16]=1[OH:24].C(N(CC)CC)C. Given the product [OH:24][C:16]1[CH:17]=[C:18]([O:22][CH3:23])[CH:19]=[C:20]([OH:21])[C:15]=1[NH:14][C:11]([C:9]1[N:8]=[C:6]2[N:5]([CH:10]=1)[N:4]=[C:3]([S:2][CH3:1])[S:7]2)=[O:12], predict the reactants needed to synthesize it.